This data is from Full USPTO retrosynthesis dataset with 1.9M reactions from patents (1976-2016). The task is: Predict the reactants needed to synthesize the given product. (1) Given the product [CH3:27][CH:28]1[CH2:33][CH2:32][CH2:31][N:30]([CH2:12][C@H:13]2[O:18][C:17]3[CH:19]=[C:20]([S:23]([CH3:26])(=[O:24])=[O:25])[CH:21]=[CH:22][C:16]=3[O:15][CH2:14]2)[CH2:29]1, predict the reactants needed to synthesize it. The reactants are: CC1C=CC(S(O[CH2:12][C@H:13]2[O:18][C:17]3[CH:19]=[C:20]([S:23]([CH3:26])(=[O:25])=[O:24])[CH:21]=[CH:22][C:16]=3[O:15][CH2:14]2)(=O)=O)=CC=1.[CH3:27][CH:28]1[CH2:33][CH2:32][CH2:31][NH:30][CH2:29]1. (2) The reactants are: S(Cl)(Cl)=O.[Cl:5][C:6]1[S:7][CH:8]=[C:9]([C:11]([OH:13])=[O:12])[N:10]=1.[CH3:14]O. Given the product [Cl:5][C:6]1[S:7][CH:8]=[C:9]([C:11]([O:13][CH3:14])=[O:12])[N:10]=1, predict the reactants needed to synthesize it. (3) Given the product [O:21]=[C:13]1[C:14]2[CH:20]=[CH:19][CH:18]=[CH:17][C:15]=2[S:16][C:11]([C:9]2[N:10]=[C:5]([CH2:4][CH2:3][C:1]#[N:2])[CH:6]=[CH:7][CH:8]=2)=[N:12]1, predict the reactants needed to synthesize it. The reactants are: [C:1]([CH2:3][CH2:4][C:5]1[N:10]=[C:9]([C:11]#[N:12])[CH:8]=[CH:7][CH:6]=1)#[N:2].[C:13](OC)(=[O:21])[C:14]1[C:15](=[CH:17][CH:18]=[CH:19][CH:20]=1)[SH:16].C(N(CC)CC)C. (4) Given the product [Br:1][C:2]1[CH:9]=[CH:8][C:5]([CH2:6][N:10]2[CH2:15][CH2:14][NH:13][CH2:12][CH2:11]2)=[CH:4][CH:3]=1, predict the reactants needed to synthesize it. The reactants are: [Br:1][C:2]1[CH:9]=[CH:8][C:5]([CH2:6]Br)=[CH:4][CH:3]=1.[NH:10]1[CH2:15][CH2:14][NH:13][CH2:12][CH2:11]1. (5) Given the product [OH:5][CH2:4][CH2:3][N:2]([CH3:1])[C:21](=[O:22])[O:23][C:24]([CH3:25])([CH3:26])[CH3:27], predict the reactants needed to synthesize it. The reactants are: [CH3:1][NH:2][CH2:3][CH2:4][OH:5].C(N(CC)CC)C.[CH3:25][C:24]([O:23][C:21](O[C:21]([O:23][C:24]([CH3:27])([CH3:26])[CH3:25])=[O:22])=[O:22])([CH3:27])[CH3:26]. (6) Given the product [N:17]1[C:26]2[C:21](=[CH:22][CH:23]=[CH:24][CH:25]=2)[CH:20]=[CH:19][C:18]=1[CH2:27][O:28][C:29]1[CH:30]=[C:31]([CH:35]=[CH:36][CH:37]=1)[C:32]([NH:1][C:2]1[CH:3]=[C:4]([CH:7]=[CH:8][CH:9]=1)[C:5]#[N:6])=[O:33], predict the reactants needed to synthesize it. The reactants are: [NH2:1][C:2]1[CH:3]=[C:4]([CH:7]=[CH:8][CH:9]=1)[C:5]#[N:6].C(N(CC)CC)C.[N:17]1[C:26]2[C:21](=[CH:22][CH:23]=[CH:24][CH:25]=2)[CH:20]=[CH:19][C:18]=1[CH2:27][O:28][C:29]1[CH:30]=[C:31]([CH:35]=[CH:36][CH:37]=1)[C:32](Cl)=[O:33].O. (7) Given the product [CH3:1][O:2][C:3]([C:5]1[S:6][C:7]([C:26]2[CH:27]=[CH:28][CH:29]=[CH:30][CH:31]=2)=[CH:8][C:9]=1[N:10]([CH:11]1[CH2:16][CH2:15][N:14]([C:39]#[N:38])[CH2:13][CH2:12]1)[C:17]([CH:19]1[CH2:20][CH2:21][CH:22]([CH3:25])[CH2:23][CH2:24]1)=[O:18])=[O:4], predict the reactants needed to synthesize it. The reactants are: [CH3:1][O:2][C:3]([C:5]1[S:6][C:7]([C:26]2[CH:31]=[CH:30][CH:29]=[CH:28][CH:27]=2)=[CH:8][C:9]=1[N:10]([C:17]([CH:19]1[CH2:24][CH2:23][CH:22]([CH3:25])[CH2:21][CH2:20]1)=[O:18])[CH:11]1[CH2:16][CH2:15][NH:14][CH2:13][CH2:12]1)=[O:4].C([O-])([O-])=O.[K+].[K+].[N:38]#[C:39]Br. (8) The reactants are: [CH:1]1([N:4]([C@@H:20]([C:22]2[CH:26]=[C:25]([C:27]3[CH:32]=[CH:31][CH:30]=[CH:29][N:28]=3)[N:24]([CH2:33][CH2:34][CH2:35][NH:36][C:37]([O:39][CH3:40])=[O:38])[N:23]=2)[CH3:21])[C:5]([C@@H:7]2[O:12][CH2:11][CH2:10][N:9](C(OC(C)(C)C)=O)[CH2:8]2)=[O:6])[CH2:3][CH2:2]1. Given the product [CH:1]1([N:4]([C:5]([C@@H:7]2[O:12][CH2:11][CH2:10][NH:9][CH2:8]2)=[O:6])[C@@H:20]([C:22]2[CH:26]=[C:25]([C:27]3[CH:32]=[CH:31][CH:30]=[CH:29][N:28]=3)[N:24]([CH2:33][CH2:34][CH2:35][NH:36][C:37](=[O:38])[O:39][CH3:40])[N:23]=2)[CH3:21])[CH2:3][CH2:2]1, predict the reactants needed to synthesize it. (9) Given the product [CH3:20][O:19][C:17]1[CH:16]=[CH:15][C:14]([C:21]([C:23]2[CH:32]=[CH:31][C:30]3[C:25](=[CH:26][CH:27]=[C:28]([O:33][CH3:34])[CH:29]=3)[CH:24]=2)=[O:22])=[C:13]([O:11][N:10]=[C:8]([CH3:9])[CH3:7])[CH:18]=1, predict the reactants needed to synthesize it. The reactants are: CC(C)([O-])C.[K+].[CH3:7][C:8](=[N:10][OH:11])[CH3:9].F[C:13]1[CH:18]=[C:17]([O:19][CH3:20])[CH:16]=[CH:15][C:14]=1[C:21]([C:23]1[CH:32]=[CH:31][C:30]2[C:25](=[CH:26][CH:27]=[C:28]([O:33][CH3:34])[CH:29]=2)[CH:24]=1)=[O:22].[Cl-].[NH4+].